From a dataset of Reaction yield outcomes from USPTO patents with 853,638 reactions. Predict the reaction yield, written as a fraction of the theoretical maximum amount of product (1.0 means a 100% yield; for example, 0.34 means a 34% yield). (1) The reactants are [O:1]=[C:2]1[CH:7]=[CH:6][N:5]([C:8]2[CH:13]=[CH:12][CH:11]=[C:10]([C:14]([F:17])([F:16])[F:15])[CH:9]=2)[N:4]=[C:3]1[C:18]([O:20]C)=O.O.[NH2:23][NH2:24]. The catalyst is C(O)C. The product is [O:1]=[C:2]1[CH:7]=[CH:6][N:5]([C:8]2[CH:13]=[CH:12][CH:11]=[C:10]([C:14]([F:17])([F:16])[F:15])[CH:9]=2)[N:4]=[C:3]1[C:18]([NH:23][NH2:24])=[O:20]. The yield is 0.600. (2) The reactants are [CH3:1][O:2][C:3]1([O:19][CH3:20])[CH2:7][N:6]([C:8]([C:10]2[CH:15]=[CH:14][CH:13]=[CH:12][CH:11]=2)=[O:9])[C@@H:5]2[CH2:16][CH2:17][NH:18][C@H:4]12.[C:21]([NH:31][C@H:32]([C:37](F)=[O:38])[CH2:33][CH:34]([CH3:36])[CH3:35])([O:23][CH2:24][C:25]1[CH:30]=[CH:29][CH:28]=[CH:27][CH:26]=1)=[O:22]. The catalyst is CN(C)C=O. The product is [CH2:24]([O:23][C:21](=[O:22])[NH:31][C@H:32]([C:37]([N:18]1[CH2:17][CH2:16][C@H:5]2[N:6]([C:8](=[O:9])[C:10]3[CH:15]=[CH:14][CH:13]=[CH:12][CH:11]=3)[CH2:7][C:3]([O:2][CH3:1])([O:19][CH3:20])[C@@H:4]12)=[O:38])[CH2:33][CH:34]([CH3:36])[CH3:35])[C:25]1[CH:30]=[CH:29][CH:28]=[CH:27][CH:26]=1. The yield is 0.900. (3) The reactants are IC.BrC1C=C(C(C)(C)C)C=CC=1O.[Br:15][C:16]1[C:25]2[O:24][CH2:23]N(C(C)(C)C)C[C:20]=2[CH:19]=[C:18]([C:30]([CH3:33])([CH3:32])[CH3:31])[CH:17]=1.C(=O)([O-])[O-].[K+].[K+]. The catalyst is CC(C)=O. The product is [Br:15][C:16]1[CH:17]=[C:18]([C:30]([CH3:31])([CH3:33])[CH3:32])[CH:19]=[CH:20][C:25]=1[O:24][CH3:23]. The yield is 1.00. (4) The reactants are [CH:1](NC(C)C)(C)[CH3:2].C([Li])CCC.[Li+].CC([N-]C(C)C)C.[O:21]1[C:25]2([CH2:30][CH2:29][CH:28]([C:31]([O:33][CH3:34])=[O:32])[CH2:27][CH2:26]2)[O:24][CH2:23][CH2:22]1.ICC.[NH4+].[Cl-]. The catalyst is O1CCCC1.O. The product is [CH2:1]([C:28]1([C:31]([O:33][CH3:34])=[O:32])[CH2:29][CH2:30][C:25]2([O:24][CH2:23][CH2:22][O:21]2)[CH2:26][CH2:27]1)[CH3:2]. The yield is 0.790. (5) The reactants are [Si:1]([O:18][CH2:19][CH2:20][CH2:21][C:22]1[CH:48]=[CH:47][C:25]([O:26][C:27]([CH3:46])([CH3:45])[CH:28]([OH:44])[CH2:29][O:30][C:31]2[CH:36]=[CH:35][C:34]([C:37]([O:39][C:40]([CH3:43])([CH3:42])[CH3:41])=[O:38])=[CH:33][CH:32]=2)=[CH:24][CH:23]=1)([C:14]([CH3:17])([CH3:16])[CH3:15])([C:8]1[CH:13]=[CH:12][CH:11]=[CH:10][CH:9]=1)[C:2]1[CH:7]=[CH:6][CH:5]=[CH:4][CH:3]=1.CC(OI1(OC(C)=O)(OC(C)=O)OC(=O)C2C1=CC=CC=2)=O. The catalyst is ClCCl.C(OCC)(=O)C. The product is [Si:1]([O:18][CH2:19][CH2:20][CH2:21][C:22]1[CH:23]=[CH:24][C:25]([O:26][C:27]([CH3:46])([CH3:45])[C:28](=[O:44])[CH2:29][O:30][C:31]2[CH:36]=[CH:35][C:34]([C:37]([O:39][C:40]([CH3:43])([CH3:42])[CH3:41])=[O:38])=[CH:33][CH:32]=2)=[CH:47][CH:48]=1)([C:14]([CH3:17])([CH3:15])[CH3:16])([C:2]1[CH:7]=[CH:6][CH:5]=[CH:4][CH:3]=1)[C:8]1[CH:13]=[CH:12][CH:11]=[CH:10][CH:9]=1. The yield is 0.980. (6) The reactants are [CH2:1](Br)[C:2]1[CH:7]=[CH:6][CH:5]=[CH:4][CH:3]=1.[OH:9][C:10]1[CH:11]=[C:12]([CH:15]=[CH:16][CH:17]=1)[CH:13]=[O:14].C(=O)([O-])[O-].[K+].[K+].C(Cl)Cl. The catalyst is C(#N)C.O. The product is [CH2:1]([O:9][C:10]1[CH:11]=[C:12]([CH:15]=[CH:16][CH:17]=1)[CH:13]=[O:14])[C:2]1[CH:7]=[CH:6][CH:5]=[CH:4][CH:3]=1. The yield is 0.980.